The task is: Regression/Classification. Given a drug SMILES string, predict its absorption, distribution, metabolism, or excretion properties. Task type varies by dataset: regression for continuous measurements (e.g., permeability, clearance, half-life) or binary classification for categorical outcomes (e.g., BBB penetration, CYP inhibition). For this dataset (solubility_aqsoldb), we predict Y.. This data is from Aqueous solubility values for 9,982 compounds from the AqSolDB database. (1) The drug is CCCCC(CC)COC(=O)CCC(=O)OCC(CC)CCCC. The Y is -7.84 log mol/L. (2) The molecule is CC1=NN(c2ccccc2)C(=N)/C1=N/Nc1cc(Cl)c(S(=O)(=O)[O-])cc1Cl.[Li+]. The Y is -1.24 log mol/L. (3) The drug is CC1CCCCC1. The Y is -3.85 log mol/L.